Dataset: Forward reaction prediction with 1.9M reactions from USPTO patents (1976-2016). Task: Predict the product of the given reaction. Given the reactants [Br:1]/[CH:2]=[C:3]1\[CH2:4][CH2:5][CH2:6][C@@:7]2([CH3:15])[C@H:11]\1[CH2:10][CH2:9][C@@H:8]2[C@H:12](O)[CH3:13].C1(P(C2C=CC=CC=2)C2C=CC=CC=2)C=CC=CC=1.COC(N=NC(OC)=O)=O, predict the reaction product. The product is: [Br:1]/[CH:2]=[C:3]1/[C@H:11]2[C@:7]([CH3:15])([CH2:6][CH2:5][CH2:4]/1)/[C:8](=[CH:12]\[CH3:13])/[CH2:9][CH2:10]2.